From a dataset of Forward reaction prediction with 1.9M reactions from USPTO patents (1976-2016). Predict the product of the given reaction. (1) Given the reactants [Cl:1][C:2]1[CH:3]=[C:4]([CH2:9][CH2:10][C:11]([NH2:13])=[O:12])[CH:5]=[CH:6][C:7]=1[Cl:8].[CH2:14]([SnH:18]([CH2:23][CH2:24][CH2:25][CH3:26])[CH2:19][CH2:20][CH2:21][CH3:22])[CH2:15][CH2:16][CH3:17], predict the reaction product. The product is: [CH2:23]([Sn:18]([CH2:14][CH2:15][CH2:16][CH3:17])([CH2:19][CH2:20][CH2:21][CH3:22])/[C:10](=[CH:9]/[C:4]1[CH:5]=[CH:6][C:7]([Cl:8])=[C:2]([Cl:1])[CH:3]=1)/[C:11]([NH2:13])=[O:12])[CH2:24][CH2:25][CH3:26]. (2) Given the reactants [F:1][C:2]1[CH:3]=[C:4](C2C=C(CO)C=NC=2OCCC)[CH:5]=[CH:6][C:7]=1F.Br[C:22]1[CH:23]=[C:24]([CH2:31][N:32]2[CH:36]=[N:35][C:34]([CH2:37][OH:38])=[N:33]2)[CH:25]=[N:26][C:27]=1[O:28][CH2:29][CH3:30].FC1C=CC=CC=1B(O)O, predict the reaction product. The product is: [CH2:29]([O:28][C:27]1[N:26]=[CH:25][C:24]([CH2:31][N:32]2[CH:36]=[N:35][C:34]([CH2:37][OH:38])=[N:33]2)=[CH:23][C:22]=1[C:7]1[CH:6]=[CH:5][CH:4]=[CH:3][C:2]=1[F:1])[CH3:30]. (3) Given the reactants [F:1][C:2]1[CH:3]=[C:4]([C:10](=[O:12])[CH3:11])[CH:5]=[CH:6][C:7]=1[S:8][CH3:9].[C:13]([O:16][CH2:17]C)(=[O:15])C, predict the reaction product. The product is: [F:1][C:2]1[CH:3]=[C:4]([C:10](=[O:12])[CH2:11][C:13]([O:16][CH3:17])=[O:15])[CH:5]=[CH:6][C:7]=1[S:8][CH3:9]. (4) The product is: [CH:13]1[C:14]2[C:19](=[CH:18][CH:17]=[CH:16][CH:15]=2)[CH:20]=[CH:21][C:12]=1[C:10]([C:8]1[CH:9]=[C:5]([C:3](=[O:4])[CH2:2][N:25]([CH2:26][CH3:27])[CH2:23][CH3:24])[N:6]([CH3:22])[CH:7]=1)=[O:11]. Given the reactants Cl[CH2:2][C:3]([C:5]1[N:6]([CH3:22])[CH:7]=[C:8]([C:10]([C:12]2[CH:21]=[CH:20][C:19]3[C:14](=[CH:15][CH:16]=[CH:17][CH:18]=3)[CH:13]=2)=[O:11])[CH:9]=1)=[O:4].[CH2:23]([NH:25][CH2:26][CH3:27])[CH3:24], predict the reaction product. (5) The product is: [N+:21]([C:3]1[C:4]2[C:9](=[CH:8][CH:7]=[CH:6][CH:5]=2)[NH:1][C:2]=1[C:10]1[C:11](=[O:20])[NH:12][C:13]2[C:18]([N:19]=1)=[CH:17][CH:16]=[CH:15][CH:14]=2)([O-:23])=[O:22]. Given the reactants [NH:1]1[C:9]2[C:4](=[CH:5][CH:6]=[CH:7][CH:8]=2)[CH:3]=[C:2]1[C:10]1[C:11](=[O:20])[NH:12][C:13]2[C:18]([N:19]=1)=[CH:17][CH:16]=[CH:15][CH:14]=2.[N:21]([O:23]CCC(C)C)=[O:22], predict the reaction product. (6) Given the reactants [CH3:1][O:2][C:3]1[CH:4]=[C:5]2[O:9][C:8]([C:10]3[N:11]=[C:12]4[N:16]([CH:17]=3)[N:15]=[C:14]([O:18][CH3:19])[S:13]4)=[CH:7][C:6]2=[C:20]([OH:22])[CH:21]=1.[C:23]1([C:29]([C:32]2[S:33][CH:34]=[C:35]([CH2:37]O)[N:36]=2)([CH3:31])[CH3:30])[CH:28]=[CH:27][CH:26]=[CH:25][CH:24]=1.C(P(CCCC)CCCC)CCC.C1CCN(C(N=NC(N2CCCCC2)=O)=O)CC1, predict the reaction product. The product is: [CH3:19][O:18][C:14]1[S:13][C:12]2=[N:11][C:10]([C:8]3[O:9][C:5]4[CH:4]=[C:3]([O:2][CH3:1])[CH:21]=[C:20]([O:22][CH2:37][C:35]5[N:36]=[C:32]([C:29]([C:23]6[CH:28]=[CH:27][CH:26]=[CH:25][CH:24]=6)([CH3:31])[CH3:30])[S:33][CH:34]=5)[C:6]=4[CH:7]=3)=[CH:17][N:16]2[N:15]=1. (7) Given the reactants [CH:1]1([CH2:6][C:7]2[CH:12]=[CH:11][C:10]([O:13]C)=[C:9]([O:15]C)[CH:8]=2)[CH2:5][CH2:4][CH2:3][CH2:2]1, predict the reaction product. The product is: [CH:1]1([CH2:6][C:7]2[CH:8]=[C:9]([OH:15])[C:10]([OH:13])=[CH:11][CH:12]=2)[CH2:2][CH2:3][CH2:4][CH2:5]1. (8) Given the reactants [N:1]1[C:6]([CH3:7])=[CH:5][CH:4]=[CH:3][C:2]=1[CH3:8].C1(S([Cl:23])(=O)=O)C(F)=C(F)C(F)=C(F)C=1F.S(Cl)(Cl)(=O)=O, predict the reaction product. The product is: [ClH:23].[N:1]1[C:6]([CH3:7])=[CH:5][CH:4]=[CH:3][C:2]=1[CH3:8]. (9) Given the reactants [CH:1]1[CH:2]=[CH:3][C:4]2[C:5](=[C:7](N)[C:8]3[CH2:14][CH2:13][CH2:12][CH2:11][C:9]=3[N:10]=2)[CH:6]=1.BrCCCC(Cl)=O, predict the reaction product. The product is: [CH2:14]1[C:8]2[C:9](=[N:10][C:4]3[C:5]([CH:7]=2)=[CH:6][CH:1]=[CH:2][CH:3]=3)[CH2:11][CH2:12][CH2:13]1. (10) Given the reactants [Cl:1][C:2]1[CH:7]=[C:6](Cl)[N:5]2[N:9]=[C:10]([C:21]([F:24])([F:23])[F:22])[C:11]([CH2:12][C:13]3[CH:18]=[CH:17][CH:16]=[C:15]([Cl:19])[C:14]=3[Cl:20])=[C:4]2[N:3]=1.[OH-:25].[Na+], predict the reaction product. The product is: [Cl:1][C:2]1[CH:7]=[C:6]([OH:25])[N:5]2[N:9]=[C:10]([C:21]([F:24])([F:23])[F:22])[C:11]([CH2:12][C:13]3[CH:18]=[CH:17][CH:16]=[C:15]([Cl:19])[C:14]=3[Cl:20])=[C:4]2[N:3]=1.